Dataset: Full USPTO retrosynthesis dataset with 1.9M reactions from patents (1976-2016). Task: Predict the reactants needed to synthesize the given product. Given the product [CH3:10][O:9][C:7]1[CH:6]=[C:5]([CH2:11][CH2:12][C:13](=[O:15])[CH3:14])[CH:4]=[C:3]([O:2][CH3:1])[CH:8]=1, predict the reactants needed to synthesize it. The reactants are: [CH3:1][O:2][C:3]1[CH:4]=[C:5]([CH:11]=[CH:12][C:13](=[O:15])[CH3:14])[CH:6]=[C:7]([O:9][CH3:10])[CH:8]=1.CCCCCCC.C1(C)C=CC=CC=1.